This data is from Forward reaction prediction with 1.9M reactions from USPTO patents (1976-2016). The task is: Predict the product of the given reaction. Given the reactants [NH:1]1[CH:5]=[CH:4][N:3]=[CH:2]1.[H-].[Na+].Br[CH2:9][C:10]([OH:12])=[O:11].Cl, predict the reaction product. The product is: [N:1]1([CH2:9][C:10]([OH:12])=[O:11])[CH:5]=[CH:4][N:3]=[CH:2]1.